Dataset: Reaction yield outcomes from USPTO patents with 853,638 reactions. Task: Predict the reaction yield, written as a fraction of the theoretical maximum amount of product (1.0 means a 100% yield; for example, 0.34 means a 34% yield). (1) The reactants are Cl[C:2]1[CH:11]=[CH:10][C:5]([C:6]([NH:8][CH3:9])=[O:7])=[CH:4][N:3]=1.[OH:12][CH:13]1[CH2:18][CH2:17][NH:16][CH2:15][CH2:14]1.C(N(C(C)C)C(C)C)C. The catalyst is CN(C1C=CN=CC=1)C. The product is [CH3:9][NH:8][C:6]([C:5]1[CH:10]=[CH:11][C:2]([N:16]2[CH2:17][CH2:18][CH:13]([OH:12])[CH2:14][CH2:15]2)=[N:3][CH:4]=1)=[O:7]. The yield is 0.861. (2) The reactants are [C:1]([O:5][C:6](=[O:25])[CH2:7][CH:8]([NH:13][C:14](=[O:24])[C@@H:15]([N:17]1[CH:22]=[CH:21][CH:20]=[CH:19][C:18]1=[O:23])[CH3:16])[CH:9]([OH:12])[CH2:10][F:11])([CH3:4])([CH3:3])[CH3:2].CC(OI1(OC(C)=O)(OC(C)=O)OC(=O)C2C1=CC=CC=2)=O.C(=O)([O-])O.[Na+].S([O-])([O-])(=O)=S.[Na+].[Na+]. The catalyst is C(Cl)Cl.C(OCC)(=O)C. The product is [C:1]([O:5][C:6](=[O:25])[CH2:7][CH:8]([NH:13][C:14](=[O:24])[C@@H:15]([N:17]1[CH:22]=[CH:21][CH:20]=[CH:19][C:18]1=[O:23])[CH3:16])[C:9](=[O:12])[CH2:10][F:11])([CH3:2])([CH3:3])[CH3:4]. The yield is 0.930. (3) The reactants are [F:1][C:2]1[C:7]2[N:8]=[N:9][S:10][C:6]=2[CH:5]=[C:4]([C:11]([NH:13][O:14][CH2:15][CH2:16][O:17]C=C)=[O:12])[C:3]=1[NH:20][C:21]1[CH:26]=[CH:25][C:24]([Br:27])=[CH:23][C:22]=1[Cl:28].Cl.C([O-])(O)=O.[Na+]. The catalyst is C(Cl)Cl. The product is [F:1][C:2]1[C:7]2[N:8]=[N:9][S:10][C:6]=2[CH:5]=[C:4]([C:11]([NH:13][O:14][CH2:15][CH2:16][OH:17])=[O:12])[C:3]=1[NH:20][C:21]1[CH:26]=[CH:25][C:24]([Br:27])=[CH:23][C:22]=1[Cl:28]. The yield is 0.665. (4) The reactants are C(OC([N:8]1[CH2:13][CH2:12][CH:11]([OH:14])[CH2:10][CH2:9]1)=O)(C)(C)C.[O:15]([C:22]1[CH:27]=[CH:26][C:25](O)=[CH:24][CH:23]=1)[C:16]1[CH:21]=[CH:20][CH:19]=[CH:18][CH:17]=1.C1(P(C2C=CC=CC=2)C2C=CC=CC=2)C=CC=CC=1.N(C(OC(C)C)=O)=NC(OC(C)C)=O.[ClH:62]. The catalyst is C1COCC1.O1CCOCC1. The product is [ClH:62].[O:15]([C:22]1[CH:23]=[CH:24][C:25]([O:14][CH:11]2[CH2:10][CH2:9][NH:8][CH2:13][CH2:12]2)=[CH:26][CH:27]=1)[C:16]1[CH:21]=[CH:20][CH:19]=[CH:18][CH:17]=1. The yield is 0.680. (5) The reactants are [CH2:1]([N:3](C(OC(C)(C)C)=O)[NH2:4])[CH3:2].O[CH:13]=[C:14]1[C:23]2([CH2:28][CH2:27][N:26]([C:29]([O:31][CH2:32][C:33]3[CH:38]=[CH:37][CH:36]=[CH:35][CH:34]=3)=[O:30])[CH2:25][CH2:24]2)[O:22][C:21]2[C:16](=[CH:17][CH:18]=[CH:19][CH:20]=2)[C:15]1=O.C(O)(C(F)(F)F)=O.NN. The catalyst is ClC(Cl)C.ClCCl.C(=O)(O)[O-].[Na+]. The product is [CH2:1]([N:3]1[C:15]2[C:16]3[CH:17]=[CH:18][CH:19]=[CH:20][C:21]=3[O:22][C:23]3([CH2:28][CH2:27][N:26]([C:29]([O:31][CH2:32][C:33]4[CH:38]=[CH:37][CH:36]=[CH:35][CH:34]=4)=[O:30])[CH2:25][CH2:24]3)[C:14]=2[CH:13]=[N:4]1)[CH3:2]. The yield is 0.650. (6) The reactants are [CH2:1](Br)[C:2]1[CH:7]=[CH:6][CH:5]=[CH:4][CH:3]=1.[Br:9][C:10]1[CH:11]=[C:12]([OH:16])[CH:13]=[CH:14][CH:15]=1.C(=O)([O-])[O-].[K+].[K+]. The catalyst is CC(C)=O. The product is [CH2:1]([O:16][C:12]1[CH:13]=[CH:14][CH:15]=[C:10]([Br:9])[CH:11]=1)[C:2]1[CH:7]=[CH:6][CH:5]=[CH:4][CH:3]=1. The yield is 0.670.